From a dataset of Reaction yield outcomes from USPTO patents with 853,638 reactions. Predict the reaction yield, written as a fraction of the theoretical maximum amount of product (1.0 means a 100% yield; for example, 0.34 means a 34% yield). The reactants are [Br:1][C:2]1[CH:3]=[C:4]2[C:14](=[CH:15][CH:16]=1)[O:13][C:7]1([CH2:12][CH2:11][CH2:10][O:9][CH2:8]1)[CH2:6][C:5]2=O.[CH3:18][C:19]([S:22]([NH2:24])=[O:23])([CH3:21])[CH3:20].CCOC(C)=O.C([O-])(O)=O.[Na+]. The catalyst is CN1C2C(N=C(N)NC=2NCC1CNC1C=CC(C(NC(C(O)=O)CCC(O)=O)=O)=CC=1)=O.[O-]CC.[Ti+4].[O-]CC.[O-]CC.[O-]CC. The product is [Br:1][C:2]1[CH:3]=[C:4]2[C:14](=[CH:15][CH:16]=1)[O:13][C:7]1([CH2:12][CH2:11][CH2:10][O:9][CH2:8]1)[CH2:6][C:5]2=[N:24][S:22]([C:19]([CH3:21])([CH3:20])[CH3:18])=[O:23]. The yield is 0.970.